Dataset: Forward reaction prediction with 1.9M reactions from USPTO patents (1976-2016). Task: Predict the product of the given reaction. (1) Given the reactants [N+:1]([C:4]1[CH:9]=[CH:8][C:7](F)=[CH:6][CH:5]=1)([O-:3])=[O:2].[C@H:11]1([NH2:18])[CH2:16][CH2:15][C@H:14]([NH2:17])[CH2:13][CH2:12]1.C(=O)([O-])[O-].[K+].[K+], predict the reaction product. The product is: [N+:1]([C:4]1[CH:9]=[CH:8][C:7]([NH:17][C@H:14]2[CH2:15][CH2:16][C@H:11]([NH2:18])[CH2:12][CH2:13]2)=[CH:6][CH:5]=1)([O-:3])=[O:2]. (2) Given the reactants [NH2:1][C:2]1[C:3]([C:12]([N:14]2[CH2:19][CH2:18][N:17]([C:20]([O:22][C:23]([CH3:26])([CH3:25])[CH3:24])=[O:21])[CH2:16][C@H:15]2[C:27]([O:29][CH3:30])=[O:28])=[O:13])=[CH:4][C:5]2[C:10]([CH:11]=1)=[CH:9][CH:8]=[CH:7][CH:6]=2.[N:31]([C:34]1[C:39]([CH3:40])=[CH:38][C:37]([CH3:41])=[CH:36][C:35]=1[CH3:42])=[C:32]=[O:33], predict the reaction product. The product is: [CH3:40][C:39]1[CH:38]=[C:37]([CH3:41])[CH:36]=[C:35]([CH3:42])[C:34]=1[NH:31][C:32]([NH:1][C:2]1[C:3]([C:12]([N:14]2[CH2:19][CH2:18][N:17]([C:20]([O:22][C:23]([CH3:24])([CH3:25])[CH3:26])=[O:21])[CH2:16][C@H:15]2[C:27]([O:29][CH3:30])=[O:28])=[O:13])=[CH:4][C:5]2[C:10]([CH:11]=1)=[CH:9][CH:8]=[CH:7][CH:6]=2)=[O:33]. (3) Given the reactants [C:1]1([C:7]2[CH:12]=[CH:11][CH:10]=[C:9]([C:13]3[CH:18]=[CH:17][CH:16]=[CH:15][CH:14]=3)[C:8]=2[OH:19])[CH:6]=[CH:5][CH:4]=[CH:3][CH:2]=1.C([Li])CCC.Cl[P:26]1[O:30][C:29]([C:37]2[CH:42]=[CH:41][CH:40]=[CH:39][CH:38]=2)([C:31]2[CH:36]=[CH:35][CH:34]=[CH:33][CH:32]=2)[C:28]([C:49]2[CH:54]=[CH:53][CH:52]=[CH:51][CH:50]=2)([C:43]2[CH:48]=[CH:47][CH:46]=[CH:45][CH:44]=2)[O:27]1.C1(C)C=CC=CC=1, predict the reaction product. The product is: [C:13]1([C:9]2[CH:10]=[CH:11][CH:12]=[C:7]([C:1]3[CH:6]=[CH:5][CH:4]=[CH:3][CH:2]=3)[C:8]=2[O:19][P:26]2[O:30][C:29]([C:37]3[CH:42]=[CH:41][CH:40]=[CH:39][CH:38]=3)([C:31]3[CH:32]=[CH:33][CH:34]=[CH:35][CH:36]=3)[C:28]([C:43]3[CH:44]=[CH:45][CH:46]=[CH:47][CH:48]=3)([C:49]3[CH:50]=[CH:51][CH:52]=[CH:53][CH:54]=3)[O:27]2)[CH:14]=[CH:15][CH:16]=[CH:17][CH:18]=1. (4) Given the reactants [O:1]1[C:5]2[CH:6]=[CH:7][CH:8]=[C:9]([O:10][C:11]3[CH:16]=[CH:15][C:14]([NH2:17])=[CH:13][C:12]=3[F:18])[C:4]=2[CH:3]=[CH:2]1.Cl[C:20]1[CH:25]=[C:24]([C:26]2[CH:31]=[CH:30][N:29]=[CH:28][CH:27]=2)[N:23]=[C:22]([NH2:32])[N:21]=1.Cl.[OH-].[Na+], predict the reaction product. The product is: [NH2:32][C:22]1[N:21]=[C:20]([NH:17][C:14]2[CH:15]=[CH:16][C:11]([O:10][C:9]3[C:4]4[CH:3]=[CH:2][O:1][C:5]=4[CH:6]=[CH:7][CH:8]=3)=[C:12]([F:18])[CH:13]=2)[CH:25]=[C:24]([C:26]2[CH:31]=[CH:30][N:29]=[CH:28][CH:27]=2)[N:23]=1. (5) Given the reactants [CH:1]1([NH:4][CH:5]2[CH2:10][CH2:9][N:8]([C:11]3[C:16]([F:17])=[CH:15][C:14]([C:18]([F:21])([F:20])[F:19])=[CH:13][N:12]=3)[CH2:7][CH2:6]2)[CH2:3][CH2:2]1.[F:22][C:23]1[CH:24]=[C:25]([CH:29]=[CH:30][C:31]=1[N:32]1[C:36]([CH3:37])=[N:35][CH:34]=[N:33]1)[C:26](O)=[O:27], predict the reaction product. The product is: [CH:1]1([N:4]([CH:5]2[CH2:10][CH2:9][N:8]([C:11]3[C:16]([F:17])=[CH:15][C:14]([C:18]([F:20])([F:19])[F:21])=[CH:13][N:12]=3)[CH2:7][CH2:6]2)[C:26](=[O:27])[C:25]2[CH:29]=[CH:30][C:31]([N:32]3[C:36]([CH3:37])=[N:35][CH:34]=[N:33]3)=[C:23]([F:22])[CH:24]=2)[CH2:2][CH2:3]1. (6) Given the reactants Br[C:2]1[C:10]2[S:9][C:8]([NH:11][C:12](=[O:14])[CH3:13])=[N:7][C:6]=2[CH:5]=[CH:4][CH:3]=1.[CH3:15][O:16][C:17]1[CH:22]=[CH:21][C:20](B(O)O)=[CH:19][CH:18]=1.C(=O)([O-])[O-].[Na+].[Na+], predict the reaction product. The product is: [CH3:15][O:16][C:17]1[CH:22]=[CH:21][C:20]([C:2]2[C:10]3[S:9][C:8]([NH:11][C:12](=[O:14])[CH3:13])=[N:7][C:6]=3[CH:5]=[CH:4][CH:3]=2)=[CH:19][CH:18]=1.